This data is from NCI-60 drug combinations with 297,098 pairs across 59 cell lines. The task is: Regression. Given two drug SMILES strings and cell line genomic features, predict the synergy score measuring deviation from expected non-interaction effect. (1) Drug 1: CC=C1C(=O)NC(C(=O)OC2CC(=O)NC(C(=O)NC(CSSCCC=C2)C(=O)N1)C(C)C)C(C)C. Drug 2: CC12CCC3C(C1CCC2OP(=O)(O)O)CCC4=C3C=CC(=C4)OC(=O)N(CCCl)CCCl.[Na+]. Cell line: RPMI-8226. Synergy scores: CSS=69.1, Synergy_ZIP=-0.0237, Synergy_Bliss=-0.345, Synergy_Loewe=-60.4, Synergy_HSA=-0.784. (2) Synergy scores: CSS=0.202, Synergy_ZIP=-2.70, Synergy_Bliss=-1.99, Synergy_Loewe=-4.72, Synergy_HSA=-4.72. Cell line: NCI-H460. Drug 1: C(CC(=O)O)C(=O)CN.Cl. Drug 2: C1CN(P(=O)(OC1)NCCCl)CCCl. (3) Drug 1: CCCCCOC(=O)NC1=NC(=O)N(C=C1F)C2C(C(C(O2)C)O)O. Drug 2: CN(C(=O)NC(C=O)C(C(C(CO)O)O)O)N=O. Cell line: NCI-H460. Synergy scores: CSS=-4.46, Synergy_ZIP=3.60, Synergy_Bliss=2.29, Synergy_Loewe=-1.54, Synergy_HSA=-2.10. (4) Drug 1: C1=CN(C(=O)N=C1N)C2C(C(C(O2)CO)O)O.Cl. Drug 2: CN(CCCl)CCCl.Cl. Cell line: SN12C. Synergy scores: CSS=30.4, Synergy_ZIP=-11.8, Synergy_Bliss=-3.57, Synergy_Loewe=-19.0, Synergy_HSA=-0.777. (5) Drug 1: CC12CCC3C(C1CCC2=O)CC(=C)C4=CC(=O)C=CC34C. Drug 2: CN(C)C1=NC(=NC(=N1)N(C)C)N(C)C. Cell line: NCI-H226. Synergy scores: CSS=14.1, Synergy_ZIP=1.97, Synergy_Bliss=2.77, Synergy_Loewe=-22.7, Synergy_HSA=0.702. (6) Drug 1: C1CC(=O)NC(=O)C1N2C(=O)C3=CC=CC=C3C2=O. Drug 2: CC12CCC3C(C1CCC2OP(=O)(O)O)CCC4=C3C=CC(=C4)OC(=O)N(CCCl)CCCl.[Na+]. Cell line: PC-3. Synergy scores: CSS=2.43, Synergy_ZIP=2.07, Synergy_Bliss=3.74, Synergy_Loewe=1.75, Synergy_HSA=-0.478. (7) Drug 1: C1=CN(C(=O)N=C1N)C2C(C(C(O2)CO)O)O.Cl. Cell line: NCI/ADR-RES. Drug 2: CC=C1C(=O)NC(C(=O)OC2CC(=O)NC(C(=O)NC(CSSCCC=C2)C(=O)N1)C(C)C)C(C)C. Synergy scores: CSS=47.8, Synergy_ZIP=-1.37, Synergy_Bliss=-1.56, Synergy_Loewe=-0.229, Synergy_HSA=-0.178. (8) Drug 1: C1=CC(=C2C(=C1NCCNCCO)C(=O)C3=C(C=CC(=C3C2=O)O)O)NCCNCCO. Cell line: HOP-92. Synergy scores: CSS=38.0, Synergy_ZIP=-0.651, Synergy_Bliss=-0.567, Synergy_Loewe=1.29, Synergy_HSA=1.49. Drug 2: B(C(CC(C)C)NC(=O)C(CC1=CC=CC=C1)NC(=O)C2=NC=CN=C2)(O)O. (9) Drug 1: COC1=CC(=CC(=C1O)OC)C2C3C(COC3=O)C(C4=CC5=C(C=C24)OCO5)OC6C(C(C7C(O6)COC(O7)C8=CC=CS8)O)O. Drug 2: B(C(CC(C)C)NC(=O)C(CC1=CC=CC=C1)NC(=O)C2=NC=CN=C2)(O)O. Cell line: SF-539. Synergy scores: CSS=40.9, Synergy_ZIP=-0.473, Synergy_Bliss=0.406, Synergy_Loewe=1.17, Synergy_HSA=0.947. (10) Drug 1: CNC(=O)C1=CC=CC=C1SC2=CC3=C(C=C2)C(=NN3)C=CC4=CC=CC=N4. Drug 2: CN(C)N=NC1=C(NC=N1)C(=O)N. Cell line: SNB-75. Synergy scores: CSS=-0.874, Synergy_ZIP=-0.228, Synergy_Bliss=-1.76, Synergy_Loewe=-5.21, Synergy_HSA=-3.50.